Dataset: Catalyst prediction with 721,799 reactions and 888 catalyst types from USPTO. Task: Predict which catalyst facilitates the given reaction. Reactant: [Cl:1][C:2]1[C:7]([C:8]2[CH:13]=[CH:12][C:11]([C:14]([F:17])([F:16])[F:15])=[CH:10][CH:9]=2)=[CH:6][C:5]([CH:18]([CH2:24][CH:25]([CH3:27])[CH3:26])[C:19]([O:21]CC)=[O:20])=[CH:4][C:3]=1[O:28][CH2:29][C:30]([F:33])([F:32])[F:31].[Li+].[OH-]. Product: [Cl:1][C:2]1[C:7]([C:8]2[CH:9]=[CH:10][C:11]([C:14]([F:17])([F:16])[F:15])=[CH:12][CH:13]=2)=[CH:6][C:5]([CH:18]([CH2:24][CH:25]([CH3:27])[CH3:26])[C:19]([OH:21])=[O:20])=[CH:4][C:3]=1[O:28][CH2:29][C:30]([F:31])([F:32])[F:33]. The catalyst class is: 200.